This data is from Full USPTO retrosynthesis dataset with 1.9M reactions from patents (1976-2016). The task is: Predict the reactants needed to synthesize the given product. (1) Given the product [ClH:33].[OH:26][CH2:25][CH:9]1[CH2:10][CH:11]([C:14]2[NH:15][C:16](=[O:24])[C:17]3[C:22]([CH:23]=2)=[CH:21][CH:20]=[CH:19][CH:18]=3)[CH2:12][CH2:13][NH:8]1, predict the reactants needed to synthesize it. The reactants are: C(OC([N:8]1[CH2:13][CH2:12][CH:11]([C:14]2[NH:15][C:16](=[O:24])[C:17]3[C:22]([CH:23]=2)=[CH:21][CH:20]=[CH:19][CH:18]=3)[CH2:10][CH:9]1[CH2:25][OH:26])=O)(C)(C)C.C(OCC)(=O)C.[ClH:33]. (2) The reactants are: [CH3:1][C:2]([CH3:17])([CH3:16])[C:3]([O:5][CH2:6][C:7]([C:9]1[CH:14]=[CH:13][C:12]([CH3:15])=[CH:11][CH:10]=1)=O)=O.C([O-])(=O)C.[NH4+:22].C(=O)([O-])[O-].[Na+].[Na+]. Given the product [C:2]([C:3]1[O:5][CH:6]=[C:7]([C:9]2[CH:14]=[CH:13][C:12]([CH3:15])=[CH:11][CH:10]=2)[N:22]=1)([CH3:17])([CH3:16])[CH3:1], predict the reactants needed to synthesize it. (3) Given the product [CH2:1]([N:4]([CH2:28][CH:29]=[CH2:30])[C:5]1[N:6]=[CH:7][C:8]([CH:11]([OH:27])[C:12]([N:15]2[CH2:16][CH2:17][C:18]3([C:22](=[O:23])[N:21]([C:32]4[CH2:36][O:35][C:34](=[O:37])[CH:33]=4)[CH:20]([CH3:24])[CH2:19]3)[CH2:25][CH2:26]2)([CH3:14])[CH3:13])=[N:9][CH:10]=1)[CH:2]=[CH2:3], predict the reactants needed to synthesize it. The reactants are: [CH2:1]([N:4]([CH2:28][CH:29]=[CH2:30])[C:5]1[N:6]=[CH:7][C:8]([CH:11]([OH:27])[C:12]([N:15]2[CH2:26][CH2:25][C:18]3([C:22](=[O:23])[NH:21][CH:20]([CH3:24])[CH2:19]3)[CH2:17][CH2:16]2)([CH3:14])[CH3:13])=[N:9][CH:10]=1)[CH:2]=[CH2:3].Br[C:32]1[CH2:36][O:35][C:34](=[O:37])[CH:33]=1.CC1(C)C2C(=C(P(C3C=CC=CC=3)C3C=CC=CC=3)C=CC=2)OC2C(P(C3C=CC=CC=3)C3C=CC=CC=3)=CC=CC1=2.C(=O)([O-])[O-].[K+].[K+]. (4) Given the product [O:14]=[C:8]([C:5]1[CH:6]=[CH:7][C:2]([S:21][C:15]2[CH:20]=[CH:19][CH:18]=[CH:17][CH:16]=2)=[CH:3][CH:4]=1)[CH2:9][CH2:10][C:11]([OH:13])=[O:12], predict the reactants needed to synthesize it. The reactants are: F[C:2]1[CH:7]=[CH:6][C:5]([C:8](=[O:14])[CH2:9][CH2:10][C:11]([OH:13])=[O:12])=[CH:4][CH:3]=1.[C:15]1([SH:21])[CH:20]=[CH:19][CH:18]=[CH:17][CH:16]=1.C(=O)([O-])[O-].[K+].[K+].CS(C)=O. (5) The reactants are: Br[C:2]1[CH:16]=[CH:15][C:14]([C:17]([F:20])([F:19])[F:18])=[CH:13][C:3]=1[CH2:4][N:5]([CH2:11][CH3:12])[C:6]([CH:8]1[CH2:10][CH2:9]1)=[O:7].[B:21]1([B:21]2[O:25][C:24]([CH3:27])([CH3:26])[C:23]([CH3:29])([CH3:28])[O:22]2)[O:25][C:24]([CH3:27])([CH3:26])[C:23]([CH3:29])([CH3:28])[O:22]1.C([O-])(=O)C.[K+]. Given the product [CH2:11]([N:5]([CH2:4][C:3]1[CH:13]=[C:14]([C:17]([F:20])([F:19])[F:18])[CH:15]=[CH:16][C:2]=1[B:21]1[O:25][C:24]([CH3:27])([CH3:26])[C:23]([CH3:29])([CH3:28])[O:22]1)[C:6]([CH:8]1[CH2:10][CH2:9]1)=[O:7])[CH3:12], predict the reactants needed to synthesize it.